Dataset: Reaction yield outcomes from USPTO patents with 853,638 reactions. Task: Predict the reaction yield, written as a fraction of the theoretical maximum amount of product (1.0 means a 100% yield; for example, 0.34 means a 34% yield). (1) The reactants are Cl.[N:2]1([C:7]2[N:12]=[C:11]([CH2:13][NH2:14])[CH:10]=[C:9]([CH3:15])[N:8]=2)[CH:6]=[CH:5][N:4]=[CH:3]1.C(N(CC)CC)C.[C:23]([C:31]1[CH:36]=[CH:35][CH:34]=[CH:33][CH:32]=1)(=O)[C:24]1[CH:29]=[CH:28][CH:27]=[CH:26][CH:25]=1.O.C1(C)C=CC(S(O)(=O)=O)=CC=1. The catalyst is ClCCl. The product is [C:23](=[N:14][CH2:13][C:11]1[CH:10]=[C:9]([CH3:15])[N:8]=[C:7]([N:2]2[CH:6]=[CH:5][N:4]=[CH:3]2)[N:12]=1)([C:24]1[CH:29]=[CH:28][CH:27]=[CH:26][CH:25]=1)[C:31]1[CH:36]=[CH:35][CH:34]=[CH:33][CH:32]=1. The yield is 0.426. (2) The reactants are CCN(C(C)C)C(C)C.OC(C(F)(F)F)=O.[NH2:17][CH2:18][C:19]([N:21]1[CH2:26][CH2:25][N:24]([C:27](=[O:38])[C:28]2[CH:33]=[CH:32][CH:31]=[CH:30][C:29]=2[C:34]([F:37])([F:36])[F:35])[CH2:23][CH2:22]1)=[O:20].C1C=CC2N(O)N=NC=2C=1.CCN=C=NCCCN(C)C.Cl.[C:61]1([CH2:67][C:68](O)=[O:69])[CH:66]=[CH:65][CH:64]=[CH:63][CH:62]=1. The product is [O:20]=[C:19]([N:21]1[CH2:22][CH2:23][N:24]([C:27](=[O:38])[C:28]2[CH:33]=[CH:32][CH:31]=[CH:30][C:29]=2[C:34]([F:37])([F:35])[F:36])[CH2:25][CH2:26]1)[CH2:18][NH:17][C:68](=[O:69])[CH2:67][C:61]1[CH:66]=[CH:65][CH:64]=[CH:63][CH:62]=1. The yield is 0.437. The catalyst is CN(C=O)C.O. (3) The reactants are [CH3:1][O:2][C:3]1[CH:4]=[C:5]([CH:14]=[CH:15][C:16]=1[O:17][CH3:18])[CH2:6][NH:7][CH2:8][CH:9](OC)OC.CO/N=[CH:22]/[C:23]1[CH:31]=[CH:30][C:26]2[O:27][CH2:28][O:29][C:25]=2[C:24]=1[CH2:32][N:33]1[CH2:37][CH2:36][CH2:35][CH2:34]1.Cl.[NH4+].[OH-]. The catalyst is O. The product is [CH3:18][O:17][C:16]1[CH:15]=[C:14]2[C:5](=[CH:4][C:3]=1[O:2][CH3:1])[CH:6]=[N:7][C:8]1[C:31]3[CH:30]=[C:26]4[O:27][CH2:28][O:29][C:25]4=[C:24]([CH2:32][N:33]4[CH2:34][CH2:35][CH2:36][CH2:37]4)[C:23]=3[CH2:22][C:9]2=1. The yield is 0.0610.